Dataset: Reaction yield outcomes from USPTO patents with 853,638 reactions. Task: Predict the reaction yield, written as a fraction of the theoretical maximum amount of product (1.0 means a 100% yield; for example, 0.34 means a 34% yield). The reactants are [CH3:1][C:2]1[N:7]=[C:6](/[CH:8]=[CH:9]/[C:10]2[CH:15]=[CH:14][C:13]([S:16][CH3:17])=[CH:12][CH:11]=2)[N:5]=[C:4](O)[CH:3]=1.O=P(Cl)(Cl)[Cl:21]. No catalyst specified. The product is [Cl:21][C:4]1[CH:3]=[C:2]([CH3:1])[N:7]=[C:6](/[CH:8]=[CH:9]/[C:10]2[CH:15]=[CH:14][C:13]([S:16][CH3:17])=[CH:12][CH:11]=2)[N:5]=1. The yield is 0.930.